From a dataset of Reaction yield outcomes from USPTO patents with 853,638 reactions. Predict the reaction yield, written as a fraction of the theoretical maximum amount of product (1.0 means a 100% yield; for example, 0.34 means a 34% yield). (1) The reactants are [CH2:1]([C:4]1[CH:9]=[CH:8][N:7]=[CH:6][CH:5]=1)[CH2:2][CH3:3].OO.C[Si]([C:16]#[N:17])(C)C.CN(C)C(Cl)=O. The catalyst is C(=O)([O-])[O-].[K+].[K+]. The product is [CH2:1]([C:4]1[CH:9]=[CH:8][N:7]=[C:6]([C:16]#[N:17])[CH:5]=1)[CH2:2][CH3:3]. The yield is 0.930. (2) The reactants are C[O:2][C:3]([C:5]1[CH:10]=[CH:9][CH:8]=[CH:7][C:6]=1[S:11][C:12]1[CH:21]=[CH:20][C:15]([C:16]([O:18]C)=[O:17])=[CH:14][C:13]=1[N+:22]([O-:24])=[O:23])=[O:4].[Li+].[OH-]. The catalyst is C1COCC1.O. The product is [C:3]([C:5]1[CH:10]=[CH:9][CH:8]=[CH:7][C:6]=1[S:11][C:12]1[CH:21]=[CH:20][C:15]([C:16]([OH:18])=[O:17])=[CH:14][C:13]=1[N+:22]([O-:24])=[O:23])([OH:4])=[O:2]. The yield is 0.990. (3) The reactants are I[C:2]1[CH:7]=[CH:6][CH:5]=[CH:4][C:3]=1[O:8][CH2:9][CH:10]=[C:11]([CH3:13])[CH3:12].C(N(C(C)C)CC)(C)C. The catalyst is C(#N)CC.C([O-])(=O)C.[Pd+2].C([O-])(=O)C. The product is [CH:11]([C:10]1[C:2]2[CH:7]=[CH:6][CH:5]=[CH:4][C:3]=2[O:8][CH:9]=1)([CH3:13])[CH3:12]. The yield is 0.520. (4) The reactants are C[O:2][C:3](=O)[C:4]1[CH:9]=[C:8]([NH2:10])[CH:7]=[CH:6][C:5]=1[O:11][C:12]1[CH:17]=[CH:16][CH:15]=[CH:14][CH:13]=1.[NH2:19][NH2:20]. No catalyst specified. The product is [NH2:10][C:8]1[CH:7]=[CH:6][C:5]([O:11][C:12]2[CH:17]=[CH:16][CH:15]=[CH:14][CH:13]=2)=[C:4]([CH:9]=1)[C:3]([NH:19][NH2:20])=[O:2]. The yield is 0.760. (5) The reactants are Cl[CH2:2][CH2:3][O:4][C:5]1[CH:14]=[C:13]2[C:8]([C:9]([O:15][C:16]3[CH:21]=[CH:20][C:19]([O:22][CH3:23])=[CH:18][C:17]=3[C:24](=[O:26])[CH3:25])=[CH:10][CH:11]=[N:12]2)=[CH:7][C:6]=1[O:27][CH3:28].[NH:29]1[CH2:34][CH2:33][O:32][CH2:31][CH2:30]1.C(=O)([O-])[O-].[K+].[K+].O. The catalyst is CN(C)C=O. The product is [CH3:23][O:22][C:19]1[CH:20]=[CH:21][C:16]([O:15][C:9]2[C:8]3[C:13](=[CH:14][C:5]([O:4][CH2:3][CH2:2][N:29]4[CH2:34][CH2:33][O:32][CH2:31][CH2:30]4)=[C:6]([O:27][CH3:28])[CH:7]=3)[N:12]=[CH:11][CH:10]=2)=[C:17]([C:24](=[O:26])[CH3:25])[CH:18]=1. The yield is 0.240. (6) The reactants are [Cl:1][C:2]1[CH:7]=[CH:6][C:5]([NH:8][S:9]([C:12]2[CH:13]=[CH:14][C:15]([O:24][CH3:25])=[C:16]3[C:21]=2[O:20][CH2:19][C@H:18]([NH:22][CH3:23])[CH2:17]3)(=[O:11])=[O:10])=[CH:4][CH:3]=1.C=O.[C:28]([BH3-])#N.[Na+].Cl. The catalyst is CO.C(O)(=O)C. The product is [Cl:1][C:2]1[CH:3]=[CH:4][C:5]([NH:8][S:9]([C:12]2[CH:13]=[CH:14][C:15]([O:24][CH3:25])=[C:16]3[C:21]=2[O:20][CH2:19][C@H:18]([N:22]([CH3:28])[CH3:23])[CH2:17]3)(=[O:11])=[O:10])=[CH:6][CH:7]=1. The yield is 0.990. (7) The reactants are [CH3:1][C:2]1[C:7]([CH:8]([CH2:13][CH2:14][CH3:15])[C:9]([O:11]C)=[O:10])=[C:6]([C:16]2[CH:21]=[CH:20][C:19]([CH3:22])=[CH:18][CH:17]=2)[N:5]=[C:4]([NH:23][CH2:24][C:25]([CH3:28])([CH3:27])[CH3:26])[N:3]=1.[OH-].[Na+]. The catalyst is CO. The product is [CH3:1][C:2]1[C:7]([CH:8]([CH2:13][CH2:14][CH3:15])[C:9]([OH:11])=[O:10])=[C:6]([C:16]2[CH:21]=[CH:20][C:19]([CH3:22])=[CH:18][CH:17]=2)[N:5]=[C:4]([NH:23][CH2:24][C:25]([CH3:26])([CH3:28])[CH3:27])[N:3]=1. The yield is 0.870. (8) The reactants are C(NC(C)C)(C)C.[Li]CCCC.CCCCCC.[C:19]([OH:24])(=[O:23])[CH:20]([CH3:22])[CH3:21].[F:25][C:26]1[CH:33]=[CH:32][CH:31]=[CH:30][C:27]=1[CH:28]=[O:29]. The catalyst is C1COCC1. The product is [F:25][C:26]1[CH:33]=[CH:32][CH:31]=[CH:30][C:27]=1[CH:28]([OH:29])[C:20]([CH3:22])([CH3:21])[C:19]([OH:24])=[O:23]. The yield is 0.609.